Dataset: Full USPTO retrosynthesis dataset with 1.9M reactions from patents (1976-2016). Task: Predict the reactants needed to synthesize the given product. (1) Given the product [CH3:17][C:7]1[N:8]=[C:9]([C:11]2[CH:16]=[CH:15][CH:14]=[CH:13][CH:12]=2)[S:10][C:6]=1[CH2:4][OH:3], predict the reactants needed to synthesize it. The reactants are: C([O:3][C:4]([C:6]1[S:10][C:9]([C:11]2[CH:16]=[CH:15][CH:14]=[CH:13][CH:12]=2)=[N:8][C:7]=1[CH3:17])=O)C.[H-].[Al+3].[Li+].[H-].[H-].[H-]. (2) Given the product [N:37]1([CH2:44][CH2:45][O:46][C:47]2[CH:52]=[CH:51][C:50]([C:53]([C:55]3[C:64]4[C:59](=[CH:60][C:61]([OH:65])=[CH:62][CH:63]=4)[CH:58]=[CH:57][C:56]=3[C:67]3[CH:72]=[CH:71][C:70]([F:73])=[CH:69][C:68]=3[F:74])=[O:54])=[CH:49][CH:48]=2)[CH2:43][CH2:42][CH2:41][CH2:40][CH2:39][CH2:38]1, predict the reactants needed to synthesize it. The reactants are: FC1C=C(F)C=CC=1C1C=CC2C(=CC=C(O)C=2)C=1C(C1C=CC(OCCN2CCCCC2)=CC=1)=O.[N:37]1([CH2:44][CH2:45][O:46][C:47]2[CH:52]=[CH:51][C:50]([C:53]([C:55]3[C:64]4[C:59](=[CH:60][C:61]([O:65]C)=[CH:62][CH:63]=4)[CH:58]=[CH:57][C:56]=3[C:67]3[CH:72]=[CH:71][C:70]([F:73])=[CH:69][C:68]=3[F:74])=[O:54])=[CH:49][CH:48]=2)[CH2:43][CH2:42][CH2:41][CH2:40][CH2:39][CH2:38]1.B(Br)(Br)Br. (3) Given the product [CH3:1][CH:2]([CH3:15])[CH:3]([C:5]1[CH:6]=[CH:7][C:8]([C:9]([O:11][CH3:12])=[O:10])=[CH:13][CH:14]=1)[CH3:4], predict the reactants needed to synthesize it. The reactants are: [CH3:1][C:2]([CH3:15])=[C:3]([C:5]1[CH:14]=[CH:13][C:8]([C:9]([O:11][CH3:12])=[O:10])=[CH:7][CH:6]=1)[CH3:4].[H][H]. (4) Given the product [CH3:1][C:2]1[C:6]2[C:17](=[O:16])[C:19]3[CH2:24][CH2:23][CH2:22][CH2:21][C:20]=3[NH:7][C:5]=2[N:4]([C:8]2[CH:13]=[CH:12][CH:11]=[CH:10][N:9]=2)[N:3]=1, predict the reactants needed to synthesize it. The reactants are: [CH3:1][C:2]1[CH:6]=[C:5]([NH2:7])[N:4]([C:8]2[CH:13]=[CH:12][CH:11]=[CH:10][N:9]=2)[N:3]=1.CC[O:16][C:17]([CH:19]1[C:24](=O)[CH2:23][CH2:22][CH2:21][CH2:20]1)=O.[OH-].[Na+]. (5) Given the product [CH2:27]([C:31]1[CH:32]=[CH:33][C:34]([NH:35][CH:23]2[CH2:24][CH2:25][N:20]([CH2:19][C:17]3[CH:16]=[CH:15][N:14]=[C:13]([C:5]4[CH:6]=[C:7]([O:11][CH3:12])[C:8]([O:9][CH3:10])=[C:3]([O:2][CH3:1])[CH:4]=4)[CH:18]=3)[CH2:21][CH2:22]2)=[CH:36][CH:37]=1)[CH2:28][CH2:29][CH3:30], predict the reactants needed to synthesize it. The reactants are: [CH3:1][O:2][C:3]1[CH:4]=[C:5]([C:13]2[CH:18]=[C:17]([CH2:19][N:20]3[CH2:25][CH2:24][C:23](=O)[CH2:22][CH2:21]3)[CH:16]=[CH:15][N:14]=2)[CH:6]=[C:7]([O:11][CH3:12])[C:8]=1[O:9][CH3:10].[CH2:27]([C:31]1[CH:37]=[CH:36][C:34]([NH2:35])=[CH:33][CH:32]=1)[CH2:28][CH2:29][CH3:30]. (6) The reactants are: [Cl:1][CH2:2][CH2:3][CH2:4][C:5]1([C:11]2[CH:20]=[CH:19][C:14]([C:15]([O:17][CH3:18])=[O:16])=[CH:13][CH:12]=2)SCCCS1.C(#N)C.FC(F)(F)C(OI(C1C=CC=CC=1)OC(=O)C(F)(F)F)=[O:27]. Given the product [Cl:1][CH2:2][CH2:3][CH2:4][C:5]([C:11]1[CH:20]=[CH:19][C:14]([C:15]([O:17][CH3:18])=[O:16])=[CH:13][CH:12]=1)=[O:27], predict the reactants needed to synthesize it.